From a dataset of Full USPTO retrosynthesis dataset with 1.9M reactions from patents (1976-2016). Predict the reactants needed to synthesize the given product. The reactants are: [S:1]1[C:5]([NH:6][C:7]2[CH:12]=[CH:11][C:10]([OH:13])=[CH:9][CH:8]=2)=[N:4][N:3]=[N:2]1.[CH3:14][N:15]([C:19]1[CH:24]=[CH:23][CH:22]=[CH:21][CH:20]=1)[C:16](Cl)=[O:17]. Given the product [S:1]1[C:5]([NH:6][C:7]2[CH:8]=[CH:9][C:10]([O:13][C:16](=[O:17])[N:15]([CH3:14])[C:19]3[CH:24]=[CH:23][CH:22]=[CH:21][CH:20]=3)=[CH:11][CH:12]=2)=[N:4][N:3]=[N:2]1, predict the reactants needed to synthesize it.